Dataset: Merck oncology drug combination screen with 23,052 pairs across 39 cell lines. Task: Regression. Given two drug SMILES strings and cell line genomic features, predict the synergy score measuring deviation from expected non-interaction effect. (1) Drug 1: O=P1(N(CCCl)CCCl)NCCCO1. Drug 2: Cc1nc(Nc2ncc(C(=O)Nc3c(C)cccc3Cl)s2)cc(N2CCN(CCO)CC2)n1. Cell line: SW620. Synergy scores: synergy=6.43. (2) Drug 1: CN(Cc1cnc2nc(N)nc(N)c2n1)c1ccc(C(=O)NC(CCC(=O)O)C(=O)O)cc1. Drug 2: CC1(c2nc3c(C(N)=O)cccc3[nH]2)CCCN1. Cell line: UWB1289BRCA1. Synergy scores: synergy=0.671. (3) Drug 1: O=S1(=O)NC2(CN1CC(F)(F)F)C1CCC2Cc2cc(C=CCN3CCC(C(F)(F)F)CC3)ccc2C1. Drug 2: CS(=O)(=O)CCNCc1ccc(-c2ccc3ncnc(Nc4ccc(OCc5cccc(F)c5)c(Cl)c4)c3c2)o1. Cell line: HT144. Synergy scores: synergy=20.9. (4) Drug 1: CC1CC2C3CCC4=CC(=O)C=CC4(C)C3(F)C(O)CC2(C)C1(O)C(=O)CO. Drug 2: Cn1c(=O)n(-c2ccc(C(C)(C)C#N)cc2)c2c3cc(-c4cnc5ccccc5c4)ccc3ncc21. Cell line: UWB1289BRCA1. Synergy scores: synergy=30.3. (5) Synergy scores: synergy=-19.4. Cell line: NCIH1650. Drug 2: CC(C)CC(NC(=O)C(Cc1ccccc1)NC(=O)c1cnccn1)B(O)O. Drug 1: N.N.O=C(O)C1(C(=O)O)CCC1.[Pt]. (6) Drug 1: CN(Cc1cnc2nc(N)nc(N)c2n1)c1ccc(C(=O)NC(CCC(=O)O)C(=O)O)cc1. Drug 2: Cn1nnc2c(C(N)=O)ncn2c1=O. Cell line: RKO. Synergy scores: synergy=-31.1. (7) Drug 1: CN(C)C(=N)N=C(N)N. Drug 2: CS(=O)(=O)CCNCc1ccc(-c2ccc3ncnc(Nc4ccc(OCc5cccc(F)c5)c(Cl)c4)c3c2)o1. Cell line: LOVO. Synergy scores: synergy=11.4. (8) Drug 1: N#Cc1ccc(Cn2cncc2CN2CCN(c3cccc(Cl)c3)C(=O)C2)cc1. Drug 2: CC(C)CC(NC(=O)C(Cc1ccccc1)NC(=O)c1cnccn1)B(O)O. Cell line: MDAMB436. Synergy scores: synergy=-8.07. (9) Cell line: SKMEL30. Synergy scores: synergy=14.4. Drug 1: Nc1ccn(C2OC(CO)C(O)C2(F)F)c(=O)n1. Drug 2: NC1(c2ccc(-c3nc4ccn5c(=O)[nH]nc5c4cc3-c3ccccc3)cc2)CCC1.